This data is from Reaction yield outcomes from USPTO patents with 853,638 reactions. The task is: Predict the reaction yield, written as a fraction of the theoretical maximum amount of product (1.0 means a 100% yield; for example, 0.34 means a 34% yield). (1) The catalyst is C1C=CC(/C=C/C(/C=C/C2C=CC=CC=2)=O)=CC=1.C1C=CC(/C=C/C(/C=C/C2C=CC=CC=2)=O)=CC=1.[Pd].CCCCCC.C1(C)C=CC=CC=1. The reactants are Br[C:2]1[CH:3]=[C:4]([C:8]2[C:9]3[C:14]([C:15]([C:22]4[CH:27]=[CH:26][CH:25]=[CH:24][CH:23]=4)=[C:16]4[C:21]=2[CH:20]=[CH:19][CH:18]=[CH:17]4)=[CH:13][CH:12]=[CH:11][CH:10]=3)[CH:5]=[CH:6][CH:7]=1.[CH:28]1[C:36]2[C:35]3[CH:37]=[CH:38][CH:39]=[CH:40][C:34]=3[S:33][C:32]=2[C:31]([C:41]2[CH:42]=[CH:43][C:44]3[NH:45][C:46]4[C:51]([C:52]=3[CH:53]=2)=[CH:50][CH:49]=[CH:48][CH:47]=4)=[CH:30][CH:29]=1.CC(C)([O-])C.[Na+].C(P(C(C)(C)C)C(C)(C)C)(C)(C)C. The product is [CH:28]1[C:36]2[C:35]3[CH:37]=[CH:38][CH:39]=[CH:40][C:34]=3[S:33][C:32]=2[C:31]([C:41]2[CH:42]=[CH:43][C:44]3[N:45]([C:6]4[CH:7]=[CH:2][CH:3]=[C:4]([C:8]5[C:21]6[C:16]([C:15]([C:22]7[CH:27]=[CH:26][CH:25]=[CH:24][CH:23]=7)=[C:14]7[C:9]=5[CH:10]=[CH:11][CH:12]=[CH:13]7)=[CH:17][CH:18]=[CH:19][CH:20]=6)[CH:5]=4)[C:46]4[C:51]([C:52]=3[CH:53]=2)=[CH:50][CH:49]=[CH:48][CH:47]=4)=[CH:30][CH:29]=1. The yield is 0.720. (2) The product is [C:1]([C:5]1[CH:6]=[C:7]([N+:14]([O-:16])=[O:15])[C:8]([O:13][CH3:17])=[C:9]([CH:12]=1)[C:10]#[N:11])([CH3:4])([CH3:2])[CH3:3]. The yield is 0.990. The catalyst is CO.C(#N)C. The reactants are [C:1]([C:5]1[CH:6]=[C:7]([N+:14]([O-:16])=[O:15])[C:8]([OH:13])=[C:9]([CH:12]=1)[C:10]#[N:11])([CH3:4])([CH3:3])[CH3:2].[CH:17](N(CC)C(C)C)(C)C.C[Si](C=[N+]=[N-])(C)C. (3) The product is [CH3:31][C:32]([CH3:38])([CH3:37])[CH2:33][C:34]([O:20][C:17]1[CH:18]=[CH:19][C:14]([C:7]2[C:6]3[C:10](=[C:2]([Cl:1])[CH:3]=[CH:4][CH:5]=3)[N:9]([CH2:11][CH2:12][CH3:13])[N:8]=2)=[CH:15][C:16]=1[F:21])=[O:35]. The reactants are [Cl:1][C:2]1[CH:3]=[CH:4][CH:5]=[C:6]2[C:10]=1[N:9]([CH2:11][CH2:12][CH3:13])[N:8]=[C:7]2[C:14]1[CH:19]=[CH:18][C:17]([OH:20])=[C:16]([F:21])[CH:15]=1.C(N(C(C)C)CC)(C)C.[CH3:31][C:32]([CH3:38])([CH3:37])[CH2:33][C:34](Cl)=[O:35]. The yield is 0.830. The catalyst is ClCCl.CN(C)C1C=CN=CC=1. (4) The reactants are [CH:1]([C:3]1[S:7][C:6]([C:8]2[CH:9]=[C:10]([CH:21]=[CH:22][CH:23]=2)[CH2:11][CH2:12][NH:13][C:14](=[O:20])[O:15][C:16]([CH3:19])([CH3:18])[CH3:17])=[CH:5][CH:4]=1)=O.[S:24]1[CH2:28][C:27](=[O:29])[NH:26][C:25]1=[O:30].C([O-])(=O)C.[NH2+]1CCCCC1. The catalyst is C1(C)C=CC=CC=1. The product is [O:30]=[C:25]1[NH:26][C:27](=[O:29])[C:28](=[CH:1][C:3]2[S:7][C:6]([C:8]3[CH:9]=[C:10]([CH:21]=[CH:22][CH:23]=3)[CH2:11][CH2:12][NH:13][C:14](=[O:20])[O:15][C:16]([CH3:19])([CH3:18])[CH3:17])=[CH:5][CH:4]=2)[S:24]1. The yield is 0.760. (5) The reactants are [CH2:1]([O:8][CH2:9][C:10]1[CH2:14][C:13]([C:16]([Cl:19])([Cl:18])[Cl:17])(O)[N:12]([C:20]2[C:25]([Cl:26])=[CH:24][CH:23]=[CH:22][N:21]=2)[N:11]=1)[C:2]1[CH:7]=[CH:6][CH:5]=[CH:4][CH:3]=1.FC(F)(F)C(OC(=O)C(F)(F)F)=O. The catalyst is C(OC)C(C)C. The product is [CH2:1]([O:8][CH2:9][C:10]1[CH:14]=[C:13]([C:16]([Cl:18])([Cl:19])[Cl:17])[N:12]([C:20]2[C:25]([Cl:26])=[CH:24][CH:23]=[CH:22][N:21]=2)[N:11]=1)[C:2]1[CH:7]=[CH:6][CH:5]=[CH:4][CH:3]=1. The yield is 0.950. (6) The reactants are C(OC(=O)[N:7]([CH2:35][C:36]1[CH:41]=[CH:40][C:39]([Cl:42])=[CH:38][CH:37]=1)[C:8]1[S:9][C:10]([CH:14](O)[C:15]2[C:23]3[C:18](=[N:19][CH:20]=[CH:21][CH:22]=3)[N:17]([Si](C(C)C)(C(C)C)C(C)C)[CH:16]=2)=[C:11]([Cl:13])[N:12]=1)(C)(C)C.C([SiH](CC)CC)C.FC(F)(F)C(O)=O.O. The catalyst is C(#N)C. The product is [Cl:42][C:39]1[CH:40]=[CH:41][C:36]([CH2:35][NH:7][C:8]2[S:9][C:10]([CH2:14][C:15]3[C:23]4[C:18](=[N:19][CH:20]=[CH:21][CH:22]=4)[NH:17][CH:16]=3)=[C:11]([Cl:13])[N:12]=2)=[CH:37][CH:38]=1. The yield is 0.140. (7) The reactants are [CH2:1]([N:8]1[CH2:12][CH:11]([N+:13]([O-])=O)[CH:10]([C:16]2[CH:21]=[CH:20][C:19]([Cl:22])=[CH:18][CH:17]=2)[CH2:9]1)[C:2]1[CH:7]=[CH:6][CH:5]=[CH:4][CH:3]=1. The catalyst is C1COCC1.CCOCC.[Ti](Cl)(Cl)(Cl)Cl.[Zn]. The product is [CH2:1]([N:8]1[CH2:9][CH:10]([C:16]2[CH:17]=[CH:18][C:19]([Cl:22])=[CH:20][CH:21]=2)[CH:11]([NH2:13])[CH2:12]1)[C:2]1[CH:3]=[CH:4][CH:5]=[CH:6][CH:7]=1. The yield is 0.570. (8) The reactants are Br[C:2]1[CH:7]=[CH:6][C:5]([Br:8])=[CH:4][N:3]=1.[NH:9]1[CH2:13][CH2:12]C[C:10]1=[O:14].C([O-])([O-])=[O:16].[K+].[K+].CN(C)CCN(C)C. The catalyst is [Cu]I.O.O1CCOCC1. The product is [Br:8][C:5]1[CH:6]=[CH:7][C:2]([N:9]2[CH2:13][CH2:12][O:16][C:10]2=[O:14])=[N:3][CH:4]=1. The yield is 0.370.